From a dataset of Peptide-MHC class II binding affinity with 134,281 pairs from IEDB. Regression. Given a peptide amino acid sequence and an MHC pseudo amino acid sequence, predict their binding affinity value. This is MHC class II binding data. (1) The peptide sequence is KLIEDINVGFKAAVA. The MHC is DRB1_1501 with pseudo-sequence DRB1_1501. The binding affinity (normalized) is 0.627. (2) The peptide sequence is YVDRFYKTLRAEQASQEV. The MHC is HLA-DPA10103-DPB10301 with pseudo-sequence HLA-DPA10103-DPB10301. The binding affinity (normalized) is 0.516. (3) The peptide sequence is GVMYNLWKMKTGRRG. The MHC is DRB1_1301 with pseudo-sequence DRB1_1301. The binding affinity (normalized) is 0.898. (4) The peptide sequence is DANNYEQQEQASQQI. The MHC is DRB1_0101 with pseudo-sequence DRB1_0101. The binding affinity (normalized) is 0.217. (5) The peptide sequence is LLAMAVLAALFAGAW. The MHC is HLA-DPA10201-DPB11401 with pseudo-sequence HLA-DPA10201-DPB11401. The binding affinity (normalized) is 0.101. (6) The peptide sequence is IFSKNLNIKLNMPLY. The MHC is HLA-DQA10101-DQB10501 with pseudo-sequence HLA-DQA10101-DQB10501. The binding affinity (normalized) is 0.237.